From a dataset of Reaction yield outcomes from USPTO patents with 853,638 reactions. Predict the reaction yield, written as a fraction of the theoretical maximum amount of product (1.0 means a 100% yield; for example, 0.34 means a 34% yield). The reactants are C(=O)([O-])[O-].[Na+].[Na+].[C:7]1(B(O)O)[CH:12]=[CH:11][CH:10]=[CH:9][CH:8]=1.[CH3:16][O:17][CH2:18][CH2:19][O:20][CH2:21][N:22]([C:32]1[O:36][N:35]=[C:34]([CH3:37])[C:33]=1[CH3:38])[S:23]([C:26]1[S:27][C:28](Br)=[CH:29][CH:30]=1)(=[O:25])=[O:24]. The catalyst is C(O)C.C1C=CC=CC=1.O.C1C=CC([P]([Pd]([P](C2C=CC=CC=2)(C2C=CC=CC=2)C2C=CC=CC=2)([P](C2C=CC=CC=2)(C2C=CC=CC=2)C2C=CC=CC=2)[P](C2C=CC=CC=2)(C2C=CC=CC=2)C2C=CC=CC=2)(C2C=CC=CC=2)C2C=CC=CC=2)=CC=1. The product is [CH3:16][O:17][CH2:18][CH2:19][O:20][CH2:21][N:22]([C:32]1[O:36][N:35]=[C:34]([CH3:37])[C:33]=1[CH3:38])[S:23]([C:26]1[S:27][C:28]([C:7]2[CH:12]=[CH:11][CH:10]=[CH:9][CH:8]=2)=[CH:29][CH:30]=1)(=[O:25])=[O:24]. The yield is 0.620.